From a dataset of Full USPTO retrosynthesis dataset with 1.9M reactions from patents (1976-2016). Predict the reactants needed to synthesize the given product. (1) Given the product [CH3:1][N:2]1[C@@H:11]2[CH2:12][C:13]3[CH:18]=[CH:17][C:16]([OH:19])=[C:15]([OH:20])[C:14]=3[C:9]3[C:10]2=[C:5]([CH:6]=[CH:7][CH:8]=3)[CH2:4][CH2:3]1.[C:22]([O-:30])(=[O:29])[CH:23]([CH2:25][C:26]([O-:28])=[O:27])[OH:24].[CH3:1][N:2]1[C@@H:11]2[CH2:12][C:13]3[CH:18]=[CH:17][C:16]([OH:19])=[C:15]([OH:20])[C:14]=3[C:9]3[C:10]2=[C:5]([CH:6]=[CH:7][CH:8]=3)[CH2:4][CH2:3]1, predict the reactants needed to synthesize it. The reactants are: [CH3:1][N:2]1[C@@H:11]2[CH2:12][C:13]3[CH:18]=[CH:17][C:16]([OH:19])=[C:15]([OH:20])[C:14]=3[C:9]3[C:10]2=[C:5]([CH:6]=[CH:7][CH:8]=3)[CH2:4][CH2:3]1.O.[C:22]([OH:30])(=[O:29])[CH:23]([CH2:25][C:26]([OH:28])=[O:27])[OH:24]. (2) Given the product [F:8][C:6]1[C:5]([OH:9])=[CH:4][CH:3]=[C:2]([CH:13]2[CH2:14][CH2:15][O:10][CH2:11][CH2:12]2)[N:7]=1, predict the reactants needed to synthesize it. The reactants are: Br[C:2]1[N:7]=[C:6]([F:8])[C:5]([OH:9])=[CH:4][CH:3]=1.[O:10]1[CH2:15][CH:14]=[C:13](B2OC(C)(C)C(C)(C)O2)[CH2:12][CH2:11]1.P([O-])([O-])([O-])=O.[K+].[K+].[K+].C(Cl)Cl. (3) The reactants are: [CH3:1][C:2]1[C:3]2[CH:16]=[CH:15][CH:14]=[CH:13][C:4]=2[S:5][C:6]=1[C:7]1[CH2:12][CH2:11][NH:10][CH2:9][CH:8]=1. Given the product [CH3:1][C:2]1[C:3]2[CH:16]=[CH:15][CH:14]=[CH:13][C:4]=2[S:5][C:6]=1[CH:7]1[CH2:8][CH2:9][NH:10][CH2:11][CH2:12]1, predict the reactants needed to synthesize it. (4) Given the product [Br:1][C:2]1[CH:3]=[C:4]2[C:9](=[CH:10][CH:11]=1)[C:8](=[O:12])[N:24]([CH2:23][C:20]1[CH:21]=[CH:22][N:17]=[CH:18][CH:19]=1)[CH:6]=[C:5]2[C:13]([O:15][CH3:16])=[O:14], predict the reactants needed to synthesize it. The reactants are: [Br:1][C:2]1[CH:3]=[C:4]2[C:9](=[CH:10][CH:11]=1)[C:8](=[O:12])O[CH:6]=[C:5]2[C:13]([O:15][CH3:16])=[O:14].[N:17]1[CH:22]=[CH:21][C:20]([CH2:23][NH2:24])=[CH:19][CH:18]=1. (5) Given the product [CH3:1][C@@H:2]1[CH:7]=[C:6]([CH3:8])[CH2:5][CH2:4][C@H:3]1[C:9]1[CH:14]=[CH:13][CH:12]=[CH:11][N:10]=1, predict the reactants needed to synthesize it. The reactants are: [CH3:1][CH:2]1[CH:7]=[C:6]([CH3:8])[CH2:5][CH2:4][CH:3]1[C:9]1[CH:14]=[CH:13][CH:12]=[CH:11][N:10]=1.C[C@@H]1C[C@H](C)CC[C@@H]1C1C=CC=CN=1. (6) Given the product [F:27][C:26]([F:29])([F:28])[S:23]([O:1][C:2]1[CH2:3][O:4][CH2:5][CH2:6][C:7]=1[C:8]([O:10][CH2:11][CH3:12])=[O:9])(=[O:24])=[O:22], predict the reactants needed to synthesize it. The reactants are: [O:1]=[C:2]1[CH:7]([C:8]([O:10][CH2:11][CH3:12])=[O:9])[CH2:6][CH2:5][O:4][CH2:3]1.CCN(C(C)C)C(C)C.[O:22](S(C(F)(F)F)(=O)=O)[S:23]([C:26]([F:29])([F:28])[F:27])(=O)=[O:24].